From a dataset of Forward reaction prediction with 1.9M reactions from USPTO patents (1976-2016). Predict the product of the given reaction. Given the reactants [OH:1][CH2:2][C:3]1[N:4]([CH2:10][C:11]2[CH:16]=[C:15]([C:17]3[CH:22]=[CH:21][CH:20]=[CH:19][CH:18]=3)[CH:14]=[CH:13][C:12]=2[CH3:23])[C:5](=[O:9])[N:6]([CH3:8])[N:7]=1, predict the reaction product. The product is: [CH:2]([C:3]1[N:4]([CH2:10][C:11]2[CH:16]=[C:15]([C:17]3[CH:22]=[CH:21][CH:20]=[CH:19][CH:18]=3)[CH:14]=[CH:13][C:12]=2[CH3:23])[C:5](=[O:9])[N:6]([CH3:8])[N:7]=1)=[O:1].